This data is from Catalyst prediction with 721,799 reactions and 888 catalyst types from USPTO. The task is: Predict which catalyst facilitates the given reaction. (1) Reactant: [C:1]1([C:12]2[CH:17]=[CH:16][CH:15]=[CH:14][CH:13]=2)[CH:6]=[CH:5][C:4]([C:7]2[CH:11]=[CH:10][O:9][CH:8]=2)=[CH:3][CH:2]=1.BrC1C=CC(C2C=CC([C:31]#[N:32])=CC=2)=CC=1.O1C=CC(B(O)O)=C1. Product: [O:9]1[CH:10]=[CH:11][C:7]([C:4]2[CH:5]=[CH:6][C:1]([C:12]3[CH:17]=[CH:16][C:15]([C:31]#[N:32])=[CH:14][CH:13]=3)=[CH:2][CH:3]=2)=[CH:8]1. The catalyst class is: 5. (2) Reactant: [CH2:1]([O:3][C:4]([N:6]1[CH2:15][CH2:14][C:13]2[C:12]3[NH:16][CH:17]=[CH:18][C:11]=3[S:10][C:9]=2[CH2:8][CH2:7]1)=[O:5])[CH3:2].[H-].[Na+].[CH2:21](Br)[CH3:22]. Product: [CH2:1]([O:3][C:4]([N:6]1[CH2:15][CH2:14][C:13]2[C:12]3[N:16]([CH2:21][CH3:22])[CH:17]=[CH:18][C:11]=3[S:10][C:9]=2[CH2:8][CH2:7]1)=[O:5])[CH3:2]. The catalyst class is: 3.